Dataset: Full USPTO retrosynthesis dataset with 1.9M reactions from patents (1976-2016). Task: Predict the reactants needed to synthesize the given product. (1) Given the product [CH3:36][C:35]1([CH3:44])[C:34]2[CH:47]=[C:29]([NH2:28])[CH:30]=[CH:38][C:33]=2[C:6]([C:5]2[CH:25]=[CH:26][C:2]([NH2:1])=[CH:3][CH:4]=2)([CH3:8])[CH2:9]1.[CH:20]1[C:19]([C:44]([C:35]2[CH:34]=[CH:33][C:38]3[C:39]([O:41][C:42](=[O:43])[C:37]=3[CH:36]=2)=[O:40])=[O:46])=[CH:18][C:17]2[C:49]([O:53][C:15](=[O:31])[C:16]=2[CH:21]=1)=[O:54], predict the reactants needed to synthesize it. The reactants are: [NH2:1][C:2]1[CH:26]=[CH:25][C:5]([C:6]([C:9]2C=CC([C:15](C)(C)[C:16]3[CH:21]=[CH:20][C:19](N)=[CH:18][CH:17]=3)=CC=2)([CH3:8])C)=[CH:4][CH:3]=1.C[N:28](C)[C:29](=[O:31])[CH3:30].[CH2:33]1[CH:38]2[C:39]([O:41][C:42](=[O:43])[CH:37]2[CH2:36][CH:35]2[C:44]([O:46][C:47](=O)[CH:34]12)=O)=[O:40].[C:49]1(=[O:54])[O:53]CCC1. (2) Given the product [CH3:37][N:22]([CH3:21])[CH2:23][CH2:24][N:25]([CH2:26][C:27]1[CH:28]=[CH:29][C:30]([C:31]([O:33][CH3:34])=[O:32])=[CH:35][CH:36]=1)[C:2]([O:19][CH2:18][CH2:17][CH2:16][N:15]([CH3:20])[CH3:14])=[O:3], predict the reactants needed to synthesize it. The reactants are: Cl[C:2](OC1C=CC([N+]([O-])=O)=CC=1)=[O:3].[CH3:14][N:15]([CH3:20])[CH2:16][CH2:17][CH2:18][OH:19].[CH3:21][N:22]([CH3:37])[CH2:23][CH2:24][NH:25][CH2:26][C:27]1[CH:36]=[CH:35][C:30]([C:31]([O:33][CH3:34])=[O:32])=[CH:29][CH:28]=1.C(N(CC)CC)C. (3) Given the product [CH3:28][C:16]1[CH:17]=[CH:18][C:19]([S:22]([C:25](=[CH:12][C:11]2[CH:14]=[CH:15][C:8]([C:4]3[S:5][CH:6]=[CH:7][C:3]=3[S:2][CH3:1])=[CH:9][CH:10]=2)[C:26]#[N:27])(=[O:24])=[O:23])=[CH:20][CH:21]=1, predict the reactants needed to synthesize it. The reactants are: [CH3:1][S:2][C:3]1[CH:7]=[CH:6][S:5][C:4]=1[C:8]1[CH:15]=[CH:14][C:11]([CH:12]=O)=[CH:10][CH:9]=1.[C:16]1([CH3:28])[CH:21]=[CH:20][C:19]([S:22]([CH2:25][C:26]#[N:27])(=[O:24])=[O:23])=[CH:18][CH:17]=1.N1CCCCC1.C(O)(=O)C. (4) The reactants are: C([O:3][C:4](=[O:40])[CH2:5][O:6][C:7]1[CH:12]=[CH:11][C:10]([S:13][C:14]2[CH:19]=[C:18]([C:20]#[C:21][C:22]3[CH:27]=[CH:26][C:25]([S:28]([CH3:31])(=[O:30])=[O:29])=[CH:24][CH:23]=3)[CH:17]=[C:16]([O:32][CH2:33][CH:34]3[CH2:38][CH2:37][CH2:36][CH2:35]3)[CH:15]=2)=[CH:9][C:8]=1[CH3:39])C.[OH-].[Na+].Cl. Given the product [CH:34]1([CH2:33][O:32][C:16]2[CH:15]=[C:14]([S:13][C:10]3[CH:11]=[CH:12][C:7]([O:6][CH2:5][C:4]([OH:40])=[O:3])=[C:8]([CH3:39])[CH:9]=3)[CH:19]=[C:18]([C:20]#[C:21][C:22]3[CH:23]=[CH:24][C:25]([S:28]([CH3:31])(=[O:29])=[O:30])=[CH:26][CH:27]=3)[CH:17]=2)[CH2:38][CH2:37][CH2:36][CH2:35]1, predict the reactants needed to synthesize it.